From a dataset of Catalyst prediction with 721,799 reactions and 888 catalyst types from USPTO. Predict which catalyst facilitates the given reaction. (1) The catalyst class is: 1. Product: [CH2:9]([NH:11][CH2:2][C:3]1[N:4]=[C:5]([CH3:8])[O:6][CH:7]=1)[CH3:10]. Reactant: Br[CH2:2][C:3]1[N:4]=[C:5]([CH3:8])[O:6][CH:7]=1.[CH2:9]([NH2:11])[CH3:10]. (2) Reactant: [F:1][C:2]1[C:3](I)=[C:4]([CH3:8])[CH:5]=[CH:6][CH:7]=1.C[C:11]([N:13](C)C)=O. Product: [F:1][C:2]1[CH:7]=[CH:6][CH:5]=[C:4]([CH3:8])[C:3]=1[C:11]#[N:13]. The catalyst class is: 507. (3) Reactant: [F:1][C:2]1([F:19])[CH2:7][N:6]([C:8]([O:10][C:11]([CH3:14])([CH3:13])[CH3:12])=[O:9])[CH2:5][CH:4]([C:15]([O:17]C)=[O:16])[CH2:3]1.[OH-].[Na+].Cl. Product: [C:11]([O:10][C:8]([N:6]1[CH2:7][C:2]([F:1])([F:19])[CH2:3][CH:4]([C:15]([OH:17])=[O:16])[CH2:5]1)=[O:9])([CH3:14])([CH3:12])[CH3:13]. The catalyst class is: 5. (4) Reactant: [Cl:1][C:2]1[CH:8]=[CH:7][C:6]([O:9][CH3:10])=[CH:5][C:3]=1[NH2:4].[O-:11][C:12]#[N:13].[K+]. Product: [Cl:1][C:2]1[CH:8]=[CH:7][C:6]([O:9][CH3:10])=[CH:5][C:3]=1[NH:4][C:12]([NH2:13])=[O:11]. The catalyst class is: 86. (5) Reactant: [NH:1]1[CH:8]=[CH:7][C:5](=[O:6])[NH:4][C:2]1=[O:3].[C:9]1([CH:15]([C:20]2[CH:25]=[CH:24][CH:23]=[CH:22][CH:21]=2)[CH2:16][N:17]=[C:18]=[O:19])[CH:14]=[CH:13][CH:12]=[CH:11][CH:10]=1. Product: [C:9]1([CH:15]([C:20]2[CH:25]=[CH:24][CH:23]=[CH:22][CH:21]=2)[CH2:16][NH:17][C:18]([N:1]2[CH:8]=[CH:7][C:5](=[O:6])[NH:4][C:2]2=[O:3])=[O:19])[CH:10]=[CH:11][CH:12]=[CH:13][CH:14]=1. The catalyst class is: 4.